This data is from Forward reaction prediction with 1.9M reactions from USPTO patents (1976-2016). The task is: Predict the product of the given reaction. (1) The product is: [Cl:1][C:2]1[CH:9]=[N+:8]([O-:31])[CH:7]=[C:6]([C:10]2[CH:11]=[CH:12][C:13]([O:16][C:17]3[CH:18]=[CH:19][CH:20]=[CH:21][CH:22]=3)=[CH:14][CH:15]=2)[C:3]=1[C:4]#[N:5]. Given the reactants [Cl:1][C:2]1[CH:9]=[N:8][CH:7]=[C:6]([C:10]2[CH:15]=[CH:14][C:13]([O:16][C:17]3[CH:22]=[CH:21][CH:20]=[CH:19][CH:18]=3)=[CH:12][CH:11]=2)[C:3]=1[C:4]#[N:5].ClC1C=CC=C(C(OO)=[O:31])C=1, predict the reaction product. (2) Given the reactants [C:1]([O:5][C:6](=[O:15])[NH:7][C:8]1[CH:13]=[CH:12][CH:11]=[C:10]([CH3:14])[N:9]=1)([CH3:4])([CH3:3])[CH3:2].C([N-]C(C)C)(C)C.[Li+].[C:24](=[O:26])=[O:25], predict the reaction product. The product is: [C:1]([O:5][C:6]([NH:7][C:8]1[N:9]=[C:10]([CH2:14][C:24]([OH:26])=[O:25])[CH:11]=[CH:12][CH:13]=1)=[O:15])([CH3:4])([CH3:3])[CH3:2]. (3) The product is: [CH:23]1[C:24]2[C:19](=[CH:18][C:17]3[C:26]([C:25]=2[C:27]([N:10]2[CH2:11][CH2:12][CH:7]([N:1]4[CH2:6][CH2:5][CH2:4][CH2:3][CH2:2]4)[CH2:8][CH2:9]2)=[O:28])=[CH:13][CH:14]=[CH:15][CH:16]=3)[CH:20]=[CH:21][CH:22]=1. Given the reactants [N:1]1([CH:7]2[CH2:12][CH2:11][NH:10][CH2:9][CH2:8]2)[CH2:6][CH2:5][CH2:4][CH2:3][CH2:2]1.[CH:13]1[C:26]2[C:17](=[CH:18][C:19]3[C:24]([C:25]=2[C:27](Cl)=[O:28])=[CH:23][CH:22]=[CH:21][CH:20]=3)[CH:16]=[CH:15][CH:14]=1, predict the reaction product. (4) Given the reactants [F:1][C:2]([CH3:28])([CH3:27])[CH2:3][N:4]1[CH2:9][CH2:8][CH:7]([CH2:10][O:11][C:12]2[N:17]=[N:16][C:15]([C:18]3[CH:26]=[CH:25][C:21]([C:22](O)=[O:23])=[CH:20][CH:19]=3)=[CH:14][CH:13]=2)[CH2:6][CH2:5]1.C(Cl)CCl.C1C=CC2N(O)N=NC=2C=1.CCN(C(C)C)C(C)C.[NH:52]1[CH2:56][CH2:55][CH2:54][C@H:53]1[C:57]([NH2:59])=[O:58], predict the reaction product. The product is: [F:1][C:2]([CH3:27])([CH3:28])[CH2:3][N:4]1[CH2:9][CH2:8][CH:7]([CH2:10][O:11][C:12]2[N:17]=[N:16][C:15]([C:18]3[CH:19]=[CH:20][C:21]([C:22]([N:52]4[CH2:56][CH2:55][CH2:54][C@H:53]4[C:57]([NH2:59])=[O:58])=[O:23])=[CH:25][CH:26]=3)=[CH:14][CH:13]=2)[CH2:6][CH2:5]1. (5) Given the reactants [CH3:1][C:2]1[C:10]2[C:5](=[N:6][CH:7]=[CH:8][CH:9]=2)[S:4][C:3]=1[C:11](OCC)=[O:12].[Cl-].[Ca+2].[Cl-].[BH4-].[Na+].[Cl-].[NH4+], predict the reaction product. The product is: [CH3:1][C:2]1[C:10]2[C:5](=[N:6][CH:7]=[CH:8][CH:9]=2)[S:4][C:3]=1[CH:11]=[O:12]. (6) Given the reactants [F:1][C:2]1[CH:7]=[C:6]([I:8])[CH:5]=[CH:4][C:3]=1[NH:9][C:10]1[N:15]([CH3:16])[C:14](=[O:17])[C:13]2[N:18]=[C:19]([CH3:21])[O:20][C:12]=2[C:11]=1[C:22]([OH:24])=O.[CH:25]([O:27][CH2:28][CH2:29][O:30][NH2:31])=[CH2:26].C1C=CC2N(O)N=NC=2C=1.C(Cl)CCl, predict the reaction product. The product is: [F:1][C:2]1[CH:7]=[C:6]([I:8])[CH:5]=[CH:4][C:3]=1[NH:9][C:10]1[N:15]([CH3:16])[C:14](=[O:17])[C:13]2[N:18]=[C:19]([CH3:21])[O:20][C:12]=2[C:11]=1[C:22]([NH:31][O:30][CH2:29][CH2:28][O:27][CH:25]=[CH2:26])=[O:24]. (7) Given the reactants [CH:1]1N=C[N:3]([C:6]([N:8]2C=N[CH:10]=[CH:9]2)=[O:7])[CH:2]=1.[C:13]([C:17]1[CH:18]=[CH:19][C:20]([C:24]2[CH:28]=[C:27]([CH3:29])[NH:26][C:25]=2[CH3:30])=C(C=1)N)([CH3:16])([CH3:15])[CH3:14].[CH3:31][NH:32][C:33]([C:35]1[CH:40]=[C:39]([O:41][C:42]2[CH:48]=CC(N)=[CH:44][CH:43]=2)[CH:38]=[CH:37][N:36]=1)=[O:34], predict the reaction product. The product is: [C:13]([C:17]1[CH:18]=[CH:19][C:20]([C:24]2[CH:28]=[C:27]([CH3:29])[NH:26][C:25]=2[CH3:30])=[C:9]([NH:8][C:6]([NH:3][C:2]2[CH:1]=[CH:48][C:42]([O:41][C:39]3[CH:38]=[CH:37][N:36]=[C:35]([C:33](=[O:34])[NH:32][CH3:31])[CH:40]=3)=[CH:43][CH:44]=2)=[O:7])[CH:10]=1)([CH3:14])([CH3:15])[CH3:16].